Task: Predict the reactants needed to synthesize the given product.. Dataset: Full USPTO retrosynthesis dataset with 1.9M reactions from patents (1976-2016) (1) The reactants are: [OH:1][C@@H:2]1[CH:6]([OH:7])[CH:5]([C:8]2[N:9]=[N:10][NH:11][N:12]=2)[O:4][C@H:3]1[N:13]1[CH:21]=[N:20][C:19]2[C:14]1=[N:15][C:16]([N:37]1[CH2:41][CH2:40][C@@H:39]([NH:42][C:43]([NH:45][C:46]3[CH:47]=[N:48][CH:49]=[CH:50][CH:51]=3)=[O:44])[CH2:38]1)=[N:17][C:18]=2[NH:22][CH2:23][CH:24]([C:31]1[CH:36]=[CH:35][CH:34]=[CH:33][CH:32]=1)[C:25]1[CH:30]=[CH:29][CH:28]=[CH:27][CH:26]=1.[C:52](=[O:55])([O-])[O-].[K+].[K+].[CH3:58]N(C=O)C. Given the product [OH:1][C@@H:2]1[C@H:6]([OH:7])[C@@H:5]([C:8]2[N:12]=[N:11][N:10]([CH2:58][CH2:52][OH:55])[N:9]=2)[O:4][C@H:3]1[N:13]1[CH:21]=[N:20][C:19]2[C:14]1=[N:15][C:16]([N:37]1[CH2:41][CH2:40][C@@H:39]([NH:42][C:43]([NH:45][C:46]3[CH:47]=[N:48][CH:49]=[CH:50][CH:51]=3)=[O:44])[CH2:38]1)=[N:17][C:18]=2[NH:22][CH2:23][CH:24]([C:25]1[CH:30]=[CH:29][CH:28]=[CH:27][CH:26]=1)[C:31]1[CH:32]=[CH:33][CH:34]=[CH:35][CH:36]=1, predict the reactants needed to synthesize it. (2) The reactants are: [F:1][C:2]1[CH:7]=[CH:6][C:5]([NH:8][C:9](=O)[CH3:10])=[C:4]([N:12]2[CH:16]=[C:15]([CH3:17])[N:14]=[CH:13]2)[CH:3]=1.O=P12OP3(OP(OP(O3)(O1)=O)(=O)O2)=O. Given the product [F:1][C:2]1[CH:3]=[C:4]2[C:5]([N:8]=[C:9]([CH3:10])[C:16]3[N:12]2[CH:13]=[N:14][C:15]=3[CH3:17])=[CH:6][CH:7]=1, predict the reactants needed to synthesize it.